This data is from NCI-60 drug combinations with 297,098 pairs across 59 cell lines. The task is: Regression. Given two drug SMILES strings and cell line genomic features, predict the synergy score measuring deviation from expected non-interaction effect. (1) Drug 1: CC1=C2C(C(=O)C3(C(CC4C(C3C(C(C2(C)C)(CC1OC(=O)C(C(C5=CC=CC=C5)NC(=O)C6=CC=CC=C6)O)O)OC(=O)C7=CC=CC=C7)(CO4)OC(=O)C)O)C)OC(=O)C. Drug 2: C1=CN(C=N1)CC(O)(P(=O)(O)O)P(=O)(O)O. Cell line: RPMI-8226. Synergy scores: CSS=47.0, Synergy_ZIP=-2.17, Synergy_Bliss=-8.69, Synergy_Loewe=-32.4, Synergy_HSA=-7.18. (2) Drug 1: CN(C(=O)NC(C=O)C(C(C(CO)O)O)O)N=O. Drug 2: C(CCl)NC(=O)N(CCCl)N=O. Cell line: HCC-2998. Synergy scores: CSS=49.0, Synergy_ZIP=-3.57, Synergy_Bliss=-6.58, Synergy_Loewe=-14.5, Synergy_HSA=-3.67. (3) Drug 1: C1CC(=O)NC(=O)C1N2CC3=C(C2=O)C=CC=C3N. Drug 2: CC1CCC2CC(C(=CC=CC=CC(CC(C(=O)C(C(C(=CC(C(=O)CC(OC(=O)C3CCCCN3C(=O)C(=O)C1(O2)O)C(C)CC4CCC(C(C4)OC)O)C)C)O)OC)C)C)C)OC. Cell line: RPMI-8226. Synergy scores: CSS=31.4, Synergy_ZIP=8.17, Synergy_Bliss=5.23, Synergy_Loewe=-2.07, Synergy_HSA=12.6. (4) Drug 1: C1C(C(OC1N2C=NC3=C(N=C(N=C32)Cl)N)CO)O. Drug 2: CNC(=O)C1=NC=CC(=C1)OC2=CC=C(C=C2)NC(=O)NC3=CC(=C(C=C3)Cl)C(F)(F)F. Cell line: MDA-MB-231. Synergy scores: CSS=21.0, Synergy_ZIP=3.91, Synergy_Bliss=3.46, Synergy_Loewe=-20.3, Synergy_HSA=0.298. (5) Drug 1: C1C(C(OC1N2C=C(C(=O)NC2=O)F)CO)O. Drug 2: C1=NC2=C(N=C(N=C2N1C3C(C(C(O3)CO)O)F)Cl)N. Cell line: ACHN. Synergy scores: CSS=26.8, Synergy_ZIP=4.62, Synergy_Bliss=7.26, Synergy_Loewe=-4.17, Synergy_HSA=5.37.